From a dataset of Forward reaction prediction with 1.9M reactions from USPTO patents (1976-2016). Predict the product of the given reaction. (1) Given the reactants [CH2:1]([CH:8]([NH2:13])[C:9]([F:12])([F:11])[F:10])[C:2]1[CH:7]=[CH:6][CH:5]=[CH:4][CH:3]=1.[C:14](OC(=O)C)(=O)[CH3:15], predict the reaction product. The product is: [CH3:14][C:15]1[C:7]2[C:2](=[CH:3][CH:4]=[CH:5][CH:6]=2)[CH2:1][CH:8]([C:9]([F:10])([F:11])[F:12])[N:13]=1. (2) The product is: [CH2:1]([C:4]1[N:8]([CH2:9][C:10]([OH:12])=[O:11])[N:7]=[C:6]([C:14]([F:16])([F:17])[F:15])[CH:5]=1)[CH:2]=[CH2:3]. Given the reactants [CH2:1]([C:4]1[N:8]([CH2:9][C:10]([O:12]C)=[O:11])[N:7]=[C:6]([C:14]([F:17])([F:16])[F:15])[CH:5]=1)[CH:2]=[CH2:3].O.[OH-].[Li+], predict the reaction product. (3) Given the reactants Br[C:2]1[N:7]=[CH:6][C:5]([CH:8]2[N:12]([C:13]3[CH:18]=[CH:17][CH:16]=[CH:15][C:14]=3[Cl:19])[N:11]=[C:10]([C:20]([C:26]([F:29])([F:28])[F:27])([C:22]([F:25])([F:24])[F:23])[OH:21])[CH2:9]2)=[CH:4][CH:3]=1.[C:30]([C:33]1[CH:38]=[CH:37][CH:36]=[CH:35][C:34]=1B(O)O)(=[O:32])[CH3:31].C(=O)([O-])[O-].[Na+].[Na+].CN(C)C=O, predict the reaction product. The product is: [C:30]([C:33]1[CH:38]=[CH:37][CH:36]=[CH:35][C:34]=1[C:2]1[N:7]=[CH:6][C:5]([CH:8]2[N:12]([C:13]3[CH:18]=[CH:17][CH:16]=[CH:15][C:14]=3[Cl:19])[N:11]=[C:10]([C:20]([C:22]([F:23])([F:25])[F:24])([C:26]([F:27])([F:28])[F:29])[OH:21])[CH2:9]2)=[CH:4][CH:3]=1)(=[O:32])[CH3:31]. (4) Given the reactants C([N:8]1[CH2:12][CH:11]([O:13][CH2:14][CH2:15][CH2:16][CH2:17][CH2:18][CH2:19][CH2:20][CH3:21])[CH:10]([O:22][CH2:23][CH2:24][CH2:25][CH2:26][CH2:27][CH2:28][CH2:29][CH2:30]/[CH:31]=[CH:32]\[CH2:33]/[CH:34]=[CH:35]\[CH2:36][CH2:37][CH2:38][CH2:39][CH3:40])[CH2:9]1)C1C=CC=CC=1.CCN(C(C)C)C(C)C.ClC(OCCCl)=O, predict the reaction product. The product is: [CH2:23]([O:22][CH:10]1[CH:11]([O:13][CH2:14][CH2:15][CH2:16][CH2:17][CH2:18][CH2:19][CH2:20][CH3:21])[CH2:12][NH:8][CH2:9]1)[CH2:24][CH2:25][CH2:26][CH2:27][CH2:28][CH2:29][CH2:30]/[CH:31]=[CH:32]\[CH2:33]/[CH:34]=[CH:35]\[CH2:36][CH2:37][CH2:38][CH2:39][CH3:40]. (5) Given the reactants Cl[C:2]1[N:11]=[C:10]([N:12]([C:14]2[CH:19]=[CH:18][C:17]([O:20][CH3:21])=[CH:16][CH:15]=2)[CH3:13])[C:9]2[C:4](=[CH:5][CH:6]=[CH:7][CH:8]=2)[N:3]=1.[CH3:22][N:23]([CH3:28])[CH2:24][CH2:25][CH2:26][NH2:27], predict the reaction product. The product is: [CH3:22][N:23]([CH3:28])[CH2:24][CH2:25][CH2:26][NH:27][C:2]1[N:11]=[C:10]([N:12]([C:14]2[CH:19]=[CH:18][C:17]([O:20][CH3:21])=[CH:16][CH:15]=2)[CH3:13])[C:9]2[C:4](=[CH:5][CH:6]=[CH:7][CH:8]=2)[N:3]=1. (6) Given the reactants [N+]([C:4]1C=CC=CC=1O)([O-])=O.[Cl:11][C:12]1[C:17]([N+:18]([O-:20])=[O:19])=[CH:16][CH:15]=[CH:14][C:13]=1[OH:21].C(=O)([O-])[O-].[Cs+].[Cs+], predict the reaction product. The product is: [Cl:11][C:12]1[C:17]([N+:18]([O-:20])=[O:19])=[CH:16][CH:15]=[CH:14][C:13]=1[O:21][CH3:4]. (7) Given the reactants [I:1][C:2]1[CH:11]=[C:10]2[C:5]([C:6](=O)[NH:7][CH:8]=[N:9]2)=[CH:4][CH:3]=1.P(Cl)(Cl)([Cl:15])=O, predict the reaction product. The product is: [Cl:15][C:6]1[C:5]2[C:10](=[CH:11][C:2]([I:1])=[CH:3][CH:4]=2)[N:9]=[CH:8][N:7]=1.